From a dataset of Full USPTO retrosynthesis dataset with 1.9M reactions from patents (1976-2016). Predict the reactants needed to synthesize the given product. (1) Given the product [N:24]1([C:29]2[CH:30]=[CH:31][C:32]([C:33]([NH:38][C:39]3[CH:40]=[CH:41][C:42]([O:45][C:46](=[O:55])[N:47]([CH3:54])[C:48]4[CH:53]=[CH:52][CH:51]=[CH:50][CH:49]=4)=[N:43][CH:44]=3)=[O:35])=[CH:36][CH:37]=2)[CH:28]=[N:27][CH:26]=[N:25]1, predict the reactants needed to synthesize it. The reactants are: O.ON1C2C=CC=CC=2N=N1.Cl.CN(C)CCCN=C=NCC.[N:24]1([C:29]2[CH:37]=[CH:36][C:32]([C:33]([OH:35])=O)=[CH:31][CH:30]=2)[CH:28]=[N:27][CH:26]=[N:25]1.[NH2:38][C:39]1[CH:40]=[CH:41][C:42]([O:45][C:46](=[O:55])[N:47]([CH3:54])[C:48]2[CH:53]=[CH:52][CH:51]=[CH:50][CH:49]=2)=[N:43][CH:44]=1.C(N(C(C)C)C(C)C)C. (2) Given the product [Cl:1][C:2]1[CH:3]=[C:4]([O:12][CH3:13])[CH:5]=[C:6]2[C:11]=1[N:10]=[CH:9][CH:8]=[CH:7]2, predict the reactants needed to synthesize it. The reactants are: [Cl:1][C:2]1[CH:3]=[C:4]([OH:12])[CH:5]=[C:6]2[C:11]=1[N:10]=[CH:9][CH:8]=[CH:7]2.[C:13]([O-])([O-])=O.[K+].[K+].IC.O. (3) Given the product [CH3:1][O:2][C:3]1[CH:11]=[CH:10][C:6]2[C:7](=[O:9])[O:8][CH:14]([CH2:13][C:12]([O:16][CH2:17][CH2:18][CH2:19][CH3:20])=[O:15])[C:5]=2[CH:4]=1, predict the reactants needed to synthesize it. The reactants are: [CH3:1][O:2][C:3]1[CH:11]=[CH:10][C:6]([C:7]([OH:9])=[O:8])=[CH:5][CH:4]=1.[C:12]([O:16][CH2:17][CH2:18][CH2:19][CH3:20])(=[O:15])[CH:13]=[CH2:14]. (4) Given the product [Cl:31][C:19]1[C:20]([C:22]2[C:30]3[C:25](=[CH:26][CH:27]=[CH:28][CH:29]=3)[NH:24][CH:23]=2)=[N:21][C:16]([NH:15][C@@H:11]2[CH2:12][CH2:13][CH2:14][C@H:9]([NH:8][C:6](=[O:7])[C:5]3[CH:32]=[CH:33][C:2]([NH:1][C:48](=[O:49])/[CH:47]=[CH:43]/[CH2:41][N:37]([CH3:36])[CH3:38])=[C:3]([F:34])[CH:4]=3)[CH2:10]2)=[N:17][CH:18]=1, predict the reactants needed to synthesize it. The reactants are: [NH2:1][C:2]1[CH:33]=[CH:32][C:5]([C:6]([NH:8][C@H:9]2[CH2:14][CH2:13][CH2:12][C@@H:11]([NH:15][C:16]3[N:21]=[C:20]([C:22]4[C:30]5[C:25](=[CH:26][CH:27]=[CH:28][CH:29]=5)[NH:24][CH:23]=4)[C:19]([Cl:31])=[CH:18][N:17]=3)[CH2:10]2)=[O:7])=[CH:4][C:3]=1[F:34].C[CH2:36][N:37]([CH:41]([CH3:43])C)[CH:38](C)C.BrC/C=[CH:47]/[C:48](Cl)=[O:49].C(Cl)Cl.CNC.C1COCC1.